Task: Predict the reaction yield, written as a fraction of the theoretical maximum amount of product (1.0 means a 100% yield; for example, 0.34 means a 34% yield).. Dataset: Reaction yield outcomes from USPTO patents with 853,638 reactions (1) The reactants are [CH3:1][C:2]1[O:8][CH:7]=[C:6]([OH:9])[C:4](=[O:5])[CH:3]=1.CN(C)C.[C:14](O[C:14](=[O:17])[CH2:15][CH3:16])(=[O:17])[CH2:15][CH3:16]. The catalyst is C1COCC1. The product is [C:14]([O:9][C:6]1[C:4](=[O:5])[CH:3]=[C:2]([CH3:1])[O:8][CH:7]=1)(=[O:17])[CH2:15][CH3:16]. The yield is 0.780. (2) The reactants are O[CH2:2][C:3]1([CH2:16][O:17]S(C)(=O)=O)[CH2:8][CH2:7][N:6]([C:9]([O:11][C:12]([CH3:15])([CH3:14])[CH3:13])=[O:10])[CH2:5][CH2:4]1.[H-].[Na+].O. The catalyst is O1CCCC1. The product is [CH2:2]1[C:3]2([CH2:4][CH2:5][N:6]([C:9]([O:11][C:12]([CH3:13])([CH3:14])[CH3:15])=[O:10])[CH2:7][CH2:8]2)[CH2:16][O:17]1. The yield is 0.710.